Dataset: Catalyst prediction with 721,799 reactions and 888 catalyst types from USPTO. Task: Predict which catalyst facilitates the given reaction. Reactant: CS(O)(=O)=O.[CH2:6]([N:13]1[CH2:17][CH2:16][CH:15]([NH2:18])[CH2:14]1)[C:7]1[CH:12]=[CH:11][CH:10]=[CH:9][CH:8]=1.[OH-].[Na+]. Product: [CH2:6]([N:13]1[CH2:17][CH2:16][CH:15]([NH2:18])[CH2:14]1)[C:7]1[CH:8]=[CH:9][CH:10]=[CH:11][CH:12]=1. The catalyst class is: 6.